Dataset: Catalyst prediction with 721,799 reactions and 888 catalyst types from USPTO. Task: Predict which catalyst facilitates the given reaction. (1) Product: [CH3:7][C:4]12[C:3]([CH3:11])([CH3:10])[C@@:2]([C:12]([OH:14])=[O:13])([CH2:6][CH2:5]1)[O:1][CH2:15][O:9][CH2:8]2. Reactant: [OH:1][C@:2]1([C:12]([OH:14])=[O:13])[CH2:6][CH2:5][C:4]([CH2:8][OH:9])([CH3:7])[C:3]1([CH3:11])[CH3:10].[CH3:15]OCOC.O.C1(C)C=CC(S(O)(=O)=O)=CC=1. The catalyst class is: 48. (2) Reactant: C(Cl)(=O)C(Cl)=O.CS(C)=O.[CH3:11][O:12][CH2:13][CH2:14][O:15][C:16]([NH:18][C:19]1[CH:20]=[C:21]([CH:24]=[CH:25][CH:26]=1)[CH2:22][OH:23])=[O:17].C(N(CC)CC)C. Product: [CH3:11][O:12][CH2:13][CH2:14][O:15][C:16]([NH:18][C:19]1[CH:20]=[C:21]([CH:24]=[CH:25][CH:26]=1)[CH:22]=[O:23])=[O:17]. The catalyst class is: 46.